Task: Predict the reactants needed to synthesize the given product.. Dataset: Full USPTO retrosynthesis dataset with 1.9M reactions from patents (1976-2016) (1) Given the product [F:14][C:13]([F:16])([F:15])[C:10]1[CH:11]=[CH:12][C:7]([N:6]2[CH2:2][CH2:3][C:4]2=[O:5])=[CH:8][CH:9]=1, predict the reactants needed to synthesize it. The reactants are: Br[CH2:2][CH2:3][C:4]([NH:6][C:7]1[CH:12]=[CH:11][C:10]([C:13]([F:16])([F:15])[F:14])=[CH:9][CH:8]=1)=[O:5].O1CCOCCOCCOCCOCCOCC1.[OH-].[K+].[Cl-].[NH4+]. (2) Given the product [Cl:1][C:2]1[N:7]=[C:6]([NH:8][NH:9][C:10](=[O:29])[C@H:11]([CH2:23][CH:24]2[CH2:25][CH2:26][CH2:27][CH2:28]2)[CH2:12][N:13]([OH:16])[CH:14]=[O:15])[C:5]([F:30])=[C:4]([N:31]([CH2:33][C:34]2[O:35][CH:36]=[CH:37][CH:38]=2)[CH3:32])[N:3]=1, predict the reactants needed to synthesize it. The reactants are: [Cl:1][C:2]1[N:7]=[C:6]([NH:8][NH:9][C:10](=[O:29])[C@H:11]([CH2:23][CH:24]2[CH2:28][CH2:27][CH2:26][CH2:25]2)[CH2:12][N:13]([O:16]C2CCCCO2)[CH:14]=[O:15])[C:5]([F:30])=[C:4]([N:31]([CH2:33][C:34]2[O:35][CH:36]=[CH:37][CH:38]=2)[CH3:32])[N:3]=1. (3) The reactants are: [CH2:1]([CH:8]1[O:12][C:11](=[O:13])[CH:10]=[C:9]1[OH:14])[C:2]1[CH:7]=[CH:6][CH:5]=[CH:4][CH:3]=1.[C:15]1([CH2:21][CH2:22][CH:23]=O)[CH:20]=[CH:19][CH:18]=[CH:17][CH:16]=1.[NH:25]1[C:33]2[C:28](=[CH:29][CH:30]=[CH:31][CH:32]=2)[C:27]([CH2:34][CH2:35][NH:36][C:37](=[O:39])[CH3:38])=[CH:26]1. Given the product [CH2:1]([CH:8]1[O:12][C:11](=[O:13])[C:10]([CH:23]([C:26]2[NH:25][C:33]3[C:28]([C:27]=2[CH2:34][CH2:35][NH:36][C:37](=[O:39])[CH3:38])=[CH:29][CH:30]=[CH:31][CH:32]=3)[CH2:22][CH2:21][C:15]2[CH:20]=[CH:19][CH:18]=[CH:17][CH:16]=2)=[C:9]1[OH:14])[C:2]1[CH:3]=[CH:4][CH:5]=[CH:6][CH:7]=1, predict the reactants needed to synthesize it. (4) The reactants are: CC(C)([O-])C.[K+].[CH3:7][C:8]1([CH3:15])[CH2:13][CH2:12][CH2:11][CH:10]([SH:14])[CH2:9]1.Cl[C:17]1[CH:24]=[CH:23][C:20]([C:21]#[N:22])=[CH:19][N:18]=1. Given the product [CH3:7][C:8]1([CH3:15])[CH2:13][CH2:12][CH2:11][CH:10]([S:14][C:17]2[N:18]=[CH:19][C:20]([C:21]#[N:22])=[CH:23][CH:24]=2)[CH2:9]1, predict the reactants needed to synthesize it. (5) Given the product [CH2:1]([O:3][C:4](=[O:34])[CH2:5][C:6]1[CH:11]=[CH:10][C:9]([O:12][CH3:13])=[C:8]([O:14][C:15]2[CH:20]=[CH:19][C:18]([C:21]([F:22])([F:23])[F:24])=[CH:17][C:16]=2[CH2:25][N:26]([CH2:27][C:28]2[CH:33]=[CH:32][CH:31]=[CH:30][CH:29]=2)[C:36]([O:38][CH3:39])=[O:37])[CH:7]=1)[CH3:2], predict the reactants needed to synthesize it. The reactants are: [CH2:1]([O:3][C:4](=[O:34])[CH2:5][C:6]1[CH:11]=[CH:10][C:9]([O:12][CH3:13])=[C:8]([O:14][C:15]2[CH:20]=[CH:19][C:18]([C:21]([F:24])([F:23])[F:22])=[CH:17][C:16]=2[CH2:25][NH:26][CH2:27][C:28]2[CH:33]=[CH:32][CH:31]=[CH:30][CH:29]=2)[CH:7]=1)[CH3:2].Cl[C:36]([O:38][CH3:39])=[O:37].